From a dataset of NCI-60 drug combinations with 297,098 pairs across 59 cell lines. Regression. Given two drug SMILES strings and cell line genomic features, predict the synergy score measuring deviation from expected non-interaction effect. (1) Drug 1: CS(=O)(=O)OCCCCOS(=O)(=O)C. Drug 2: CC12CCC3C(C1CCC2OP(=O)(O)O)CCC4=C3C=CC(=C4)OC(=O)N(CCCl)CCCl.[Na+]. Cell line: UACC62. Synergy scores: CSS=17.1, Synergy_ZIP=-3.70, Synergy_Bliss=0.238, Synergy_Loewe=2.32, Synergy_HSA=2.27. (2) Drug 1: CC1=C(C(CCC1)(C)C)C=CC(=CC=CC(=CC(=O)O)C)C. Drug 2: C1CN1C2=NC(=NC(=N2)N3CC3)N4CC4. Cell line: 786-0. Synergy scores: CSS=26.3, Synergy_ZIP=0.540, Synergy_Bliss=1.71, Synergy_Loewe=-22.0, Synergy_HSA=-0.309. (3) Drug 2: CC(CN1CC(=O)NC(=O)C1)N2CC(=O)NC(=O)C2. Drug 1: C1=CC(=C2C(=C1NCCNCCO)C(=O)C3=C(C=CC(=C3C2=O)O)O)NCCNCCO. Synergy scores: CSS=19.8, Synergy_ZIP=-5.66, Synergy_Bliss=-4.25, Synergy_Loewe=-2.01, Synergy_HSA=-0.532. Cell line: OVCAR-4. (4) Drug 1: CC1=C(C=C(C=C1)NC2=NC=CC(=N2)N(C)C3=CC4=NN(C(=C4C=C3)C)C)S(=O)(=O)N.Cl. Drug 2: CN1C(=O)N2C=NC(=C2N=N1)C(=O)N. Cell line: HOP-92. Synergy scores: CSS=11.6, Synergy_ZIP=-3.32, Synergy_Bliss=-0.843, Synergy_Loewe=0.418, Synergy_HSA=0.0758. (5) Drug 1: CC=C1C(=O)NC(C(=O)OC2CC(=O)NC(C(=O)NC(CSSCCC=C2)C(=O)N1)C(C)C)C(C)C. Drug 2: CCC1(CC2CC(C3=C(CCN(C2)C1)C4=CC=CC=C4N3)(C5=C(C=C6C(=C5)C78CCN9C7C(C=CC9)(C(C(C8N6C)(C(=O)OC)O)OC(=O)C)CC)OC)C(=O)OC)O.OS(=O)(=O)O. Cell line: K-562. Synergy scores: CSS=36.5, Synergy_ZIP=-0.793, Synergy_Bliss=-1.58, Synergy_Loewe=-32.3, Synergy_HSA=-2.94. (6) Drug 1: C(CC(=O)O)C(=O)CN.Cl. Drug 2: C1CN(CCN1C(=O)CCBr)C(=O)CCBr. Cell line: NCI-H322M. Synergy scores: CSS=19.8, Synergy_ZIP=-3.16, Synergy_Bliss=0.0800, Synergy_Loewe=-1.49, Synergy_HSA=-1.45. (7) Drug 1: CC(C1=C(C=CC(=C1Cl)F)Cl)OC2=C(N=CC(=C2)C3=CN(N=C3)C4CCNCC4)N. Drug 2: C1CCC(CC1)NC(=O)N(CCCl)N=O. Cell line: HCT116. Synergy scores: CSS=19.9, Synergy_ZIP=-7.00, Synergy_Bliss=-6.17, Synergy_Loewe=-7.04, Synergy_HSA=-4.73.